This data is from Experimentally validated miRNA-target interactions with 360,000+ pairs, plus equal number of negative samples. The task is: Binary Classification. Given a miRNA mature sequence and a target amino acid sequence, predict their likelihood of interaction. (1) The miRNA is hsa-miR-627-3p with sequence UCUUUUCUUUGAGACUCACU. The protein sequence of the target gene is MGIVEPGCGDMLTGTEPMPGSDEGRAPGADPQHRYFYPEPGAQDADERRGGGSLGSPYPGGALVPAPPSRFLGAYAYPPRPQAAGFPGAGESFPPPADAEGYQPGEGYAAPDPRAGLYPGPREDYALPAGLEVSGKLRVALNNHLLWSKFNQHQTEMIITKQGRRMFPFLSFTVAGLEPTSHYRMFVDVVLVDQHHWRYQSGKWVQCGKAEGSMPGNRLYVHPDSPNTGAHWMRQEVSFGKLKLTNNKGASNNVTQMIVLQSLHKYQPRLHIVEVNDGEPEAACNASNTHIFTFQETQFI.... Result: 0 (no interaction). (2) The miRNA is mmu-miR-380-3p with sequence UAUGUAGUAUGGUCCACAUCUU. The protein sequence of the target gene is MGELFRSEEMTLAQLFLQSEAAYCCVSELGELGKVQFRDLNPDVNVFQRKFVNEVRRCEEMDRKLRFVEKEIRKANIPIMDTGENPEVPFPRDMIDLEANFEKIENELKEINTNQEALKRNFLELTELKFILRKTQQFFDEMADPDLLEESSSLLEPSEMGRGTPLRLGFVAGVINRERIPTFERMLWRVCRGNVFLRQAEIENPLEDPVTGDYVHKSVFIIFFQGDQLKNRVKKICEGFRASLYPCPETPQERKEMASGVNTRIDDLQMVLNQTEDHRQRVLQAAAKNIRVWFIKVRKM.... Result: 0 (no interaction).